Dataset: Reaction yield outcomes from USPTO patents with 853,638 reactions. Task: Predict the reaction yield, written as a fraction of the theoretical maximum amount of product (1.0 means a 100% yield; for example, 0.34 means a 34% yield). (1) The yield is 0.690. The product is [CH:16]([C:2]1[CH:7]=[CH:6][CH:5]=[CH:4][C:3]=1[C:8](=[O:10])[CH3:9])=[CH2:17]. The reactants are Br[C:2]1[CH:7]=[CH:6][CH:5]=[CH:4][C:3]=1[C:8](=[O:10])[CH3:9].C(=O)([O-])O.[Na+].[CH:16](B1OC(C)(C)C(C)(C)O1)=[CH2:17]. The catalyst is O.O1CCOCC1. (2) The reactants are [C:1]([O:4][CH2:5][C:6]1[C:7]([N:21]2[CH2:32][CH2:31][N:30]3[C:23](=[CH:24][C:25]4[CH2:26][C:27]([CH3:34])([CH3:33])[CH2:28][C:29]=43)[C:22]2=[O:35])=[N:8][CH:9]=[CH:10][C:11]=1[C:12]1[CH:17]=[C:16](Br)[C:15](=[O:19])[N:14]([CH3:20])[CH:13]=1)(=[O:3])[CH3:2].[O:36]1[CH:40]=[CH:39][C:38]([NH2:41])=[N:37]1.C(=O)([O-])[O-].[Cs+].[Cs+].CC1(C)C2C(=C(P(C3C=CC=CC=3)C3C=CC=CC=3)C=CC=2)OC2C(P(C3C=CC=CC=3)C3C=CC=CC=3)=CC=CC1=2. The catalyst is C1C=CC(/C=C/C(/C=C/C2C=CC=CC=2)=O)=CC=1.C1C=CC(/C=C/C(/C=C/C2C=CC=CC=2)=O)=CC=1.C1C=CC(/C=C/C(/C=C/C2C=CC=CC=2)=O)=CC=1.[Pd].[Pd].O1CCOCC1. The product is [C:1]([O:4][CH2:5][C:6]1[C:7]([N:21]2[CH2:32][CH2:31][N:30]3[C:23](=[CH:24][C:25]4[CH2:26][C:27]([CH3:34])([CH3:33])[CH2:28][C:29]=43)[C:22]2=[O:35])=[N:8][CH:9]=[CH:10][C:11]=1[C:12]1[CH:17]=[C:16]([NH:41][C:38]2[CH:39]=[CH:40][O:36][N:37]=2)[C:15](=[O:19])[N:14]([CH3:20])[CH:13]=1)(=[O:3])[CH3:2]. The yield is 0.590. (3) The reactants are [OH:1][C@H:2]([CH3:6])[C:3](N)=O.F[B-](F)(F)F.C([O+](CC)CC)C.[F:19][CH2:20][C@H:21]1[CH2:26][CH2:25][C@H:24]([NH:27][C:28]2[C:33]([NH2:34])=[CH:32][N:31]=[C:30]3[CH:35]=[CH:36][S:37][C:29]=23)[CH2:23][CH2:22]1. The catalyst is O1CCCC1.C(O)C. The product is [F:19][CH2:20][C@H:21]1[CH2:22][CH2:23][C@H:24]([N:27]2[C:28]3=[C:29]4[S:37][CH:36]=[CH:35][C:30]4=[N:31][CH:32]=[C:33]3[N:34]=[C:3]2[C@H:2]([OH:1])[CH3:6])[CH2:25][CH2:26]1. The yield is 0.500. (4) The reactants are Br[C:2]1[N:3]=[C:4]([C:9]2[O:10][C:11]([C:14]3[CH:19]=[CH:18][CH:17]=[CH:16][CH:15]=3)=[N:12][N:13]=2)[C:5]([NH2:8])=[N:6][CH:7]=1.[CH3:20][N:21]([CH3:33])[C:22]([C:24]1[CH:29]=[CH:28][C:27](B(O)O)=[CH:26][CH:25]=1)=[O:23].C(=O)([O-])[O-].[Na+].[Na+].C1(P(C2C=CC=CC=2)C2C=CC=CC=2)C=CC=CC=1. The catalyst is C(#N)C.O.CCOC(C)=O.[Pd]. The product is [NH2:8][C:5]1[N:6]=[CH:7][C:2]([C:27]2[CH:28]=[CH:29][C:24]([C:22]([N:21]([CH3:33])[CH3:20])=[O:23])=[CH:25][CH:26]=2)=[N:3][C:4]=1[C:9]1[O:10][C:11]([C:14]2[CH:19]=[CH:18][CH:17]=[CH:16][CH:15]=2)=[N:12][N:13]=1. The yield is 0.560. (5) The reactants are [CH2:1]([C:3]1[C:14]([CH2:15][C:16]#[N:17])=[C:6]2[C:7]3[CH2:13][CH2:12][O:11][C:8]=3[CH:9]=[CH:10][N:5]2[N:4]=1)[CH3:2]. The catalyst is N.CO.[Co]. The product is [CH2:1]([C:3]1[C:14]([CH2:15][CH2:16][NH2:17])=[C:6]2[C:7]3[CH2:13][CH2:12][O:11][C:8]=3[CH:9]=[CH:10][N:5]2[N:4]=1)[CH3:2]. The yield is 0.980. (6) The reactants are [NH2:1][CH:2]([CH3:6])[CH:3]([OH:5])[CH3:4].[C:7](O[C:7]([O:9][C:10]([CH3:13])([CH3:12])[CH3:11])=[O:8])([O:9][C:10]([CH3:13])([CH3:12])[CH3:11])=[O:8]. The catalyst is C(Cl)Cl. The product is [OH:5][CH:3]([CH3:4])[CH:2]([NH:1][C:7](=[O:8])[O:9][C:10]([CH3:13])([CH3:12])[CH3:11])[CH3:6]. The yield is 1.05.